From a dataset of Forward reaction prediction with 1.9M reactions from USPTO patents (1976-2016). Predict the product of the given reaction. (1) Given the reactants Br[C:2]1[N:7]=[C:6]2[N:8]([CH2:11][C:12]3[CH:28]=[CH:27][C:15]4[N:16]=[C:17]([NH:19][C@@H:20]5[CH2:25][CH2:24][CH2:23][CH2:22][C@H:21]5[OH:26])[S:18][C:14]=4[CH:13]=3)[CH:9]=[N:10][C:5]2=[CH:4][CH:3]=1.[CH3:29][S:30]([O-:32])=[O:31].[Na+].CN(C)CCN, predict the reaction product. The product is: [CH3:29][S:30]([C:2]1[N:7]=[C:6]2[N:8]([CH2:11][C:12]3[CH:28]=[CH:27][C:15]4[N:16]=[C:17]([NH:19][C@@H:20]5[CH2:25][CH2:24][CH2:23][CH2:22][C@H:21]5[OH:26])[S:18][C:14]=4[CH:13]=3)[CH:9]=[N:10][C:5]2=[CH:4][CH:3]=1)(=[O:32])=[O:31]. (2) Given the reactants [Br:1][C:2]1[C:3]([C:25]([F:28])([F:27])[F:26])=[CH:4][C:5]([N+:22]([O-])=O)=[C:6]([NH:8][CH:9]2[CH2:14][CH2:13][N:12]([C:15]([O:17][C:18]([CH3:21])([CH3:20])[CH3:19])=[O:16])[CH2:11][CH2:10]2)[CH:7]=1.O.NN, predict the reaction product. The product is: [NH2:22][C:5]1[CH:4]=[C:3]([C:25]([F:28])([F:26])[F:27])[C:2]([Br:1])=[CH:7][C:6]=1[NH:8][CH:9]1[CH2:10][CH2:11][N:12]([C:15]([O:17][C:18]([CH3:21])([CH3:20])[CH3:19])=[O:16])[CH2:13][CH2:14]1. (3) Given the reactants C(OC([N:6]1[C:10]2=[N:11][CH:12]=[C:13](B3OC(C)(C)C(C)(C)O3)[CH:14]=[C:9]2[CH:8]=[C:7]1[C:24]1[C:29]([F:30])=[CH:28][CH:27]=[CH:26][C:25]=1[F:31])=O)C.[CH3:32][N:33]1[C:37](OS(C(F)(F)F)(=O)=O)=[CH:36][C:35]([C:46]([F:49])([F:48])[F:47])=[N:34]1, predict the reaction product. The product is: [F:30][C:29]1[CH:28]=[CH:27][CH:26]=[C:25]([F:31])[C:24]=1[C:7]1[NH:6][C:10]2=[N:11][CH:12]=[C:13]([C:37]3[N:33]([CH3:32])[N:34]=[C:35]([C:46]([F:49])([F:48])[F:47])[CH:36]=3)[CH:14]=[C:9]2[CH:8]=1. (4) Given the reactants [NH2:1][C:2]1[CH:3]=[C:4]([NH:8][C:9]([C:11]2[C:12]([C:17]3[CH:22]=[CH:21][C:20]([C:23]([F:26])([F:25])[F:24])=[CH:19][CH:18]=3)=[CH:13][CH:14]=[CH:15][CH:16]=2)=[O:10])[CH:5]=[CH:6][CH:7]=1, predict the reaction product. The product is: [CH:9]([C:11]1[CH:16]=[N:1][C:2]2[C:7]([CH:12]=1)=[CH:6][CH:5]=[C:4]([NH:8][C:9]([C:11]1[C:12]([C:17]3[CH:22]=[CH:21][C:20]([C:23]([F:24])([F:25])[F:26])=[CH:19][CH:18]=3)=[CH:13][CH:14]=[CH:15][CH:16]=1)=[O:10])[CH:3]=2)=[O:10]. (5) Given the reactants [C:1]([C:4]1[S:8][C:7]([NH:9][C:10](=[O:25])[C:11]2[CH:16]=[C:15]([C:17]([F:20])([F:19])[F:18])[CH:14]=[C:13]([C:21]([F:24])([F:23])[F:22])[CH:12]=2)=[N:6][C:5]=1[C:26]([F:32])([F:31])[C:27]([F:30])([F:29])[F:28])(O)=[O:2].S(Cl)([Cl:35])=O, predict the reaction product. The product is: [Cl:35][C:1]([C:4]1[S:8][C:7]([NH:9][C:10](=[O:25])[C:11]2[CH:16]=[C:15]([C:17]([F:20])([F:19])[F:18])[CH:14]=[C:13]([C:21]([F:24])([F:23])[F:22])[CH:12]=2)=[N:6][C:5]=1[C:26]([F:32])([F:31])[C:27]([F:30])([F:29])[F:28])=[O:2]. (6) Given the reactants [Br:1][C:2]1[CH:7]=[C:6]([F:8])[CH:5]=[C:4]([F:9])[C:3]=1[OH:10].Br[C:12]1[CH:17]=[C:16](F)C(F)=[CH:14][C:13]=1O[C@H](CC=C)C, predict the reaction product. The product is: [Br:1][C:2]1[CH:7]=[C:6]([F:8])[CH:5]=[C:4]([F:9])[C:3]=1[O:10][C@H:17]([CH2:12][CH:13]=[CH2:14])[CH3:16]. (7) Given the reactants [F:1][C:2]1[CH:7]=[CH:6][C:5](/[CH:8]=[CH:9]/[N+:10]([O-:12])=[O:11])=[CH:4][CH:3]=1.[Cl:13][C:14]1[CH:15]=[C:16]([CH2:20][CH2:21][CH:22]=[O:23])[CH:17]=[CH:18][CH:19]=1.C(N(CC)CC)C, predict the reaction product. The product is: [Cl:13][C:14]1[CH:15]=[C:16]([CH:17]=[CH:18][CH:19]=1)[CH2:20][CH:21]([CH:8]([C:5]1[CH:4]=[CH:3][C:2]([F:1])=[CH:7][CH:6]=1)[CH2:9][N+:10]([O-:12])=[O:11])[CH:22]=[O:23]. (8) Given the reactants [CH3:1][O:2][C:3]1[CH:8]=[CH:7][C:6]([C:9]2[C:13](Br)=[C:12]([CH3:15])[N:11]([CH3:16])[N:10]=2)=[CH:5][C:4]=1[CH3:17].O1CCOC[CH2:19]1.CB(O)O.P([O-])([O-])([O-])=O.[K+].[K+].[K+], predict the reaction product. The product is: [CH3:1][O:2][C:3]1[CH:8]=[CH:7][C:6]([C:9]2[C:13]([CH3:19])=[C:12]([CH3:15])[N:11]([CH3:16])[N:10]=2)=[CH:5][C:4]=1[CH3:17]. (9) Given the reactants CC1C=CC(S([CH2:11][N+:12]#[C-:13])(=O)=O)=CC=1.[CH2:14]([O:16][C:17](=[O:27])[CH:18]=[CH:19][C:20]1[CH:25]=[CH:24][C:23]([CH3:26])=[CH:22][CH:21]=1)[CH3:15].CCOCC.CS(C)=O.[H-].[Na+], predict the reaction product. The product is: [CH2:14]([O:16][C:17]([C:18]1[C:19]([C:20]2[CH:21]=[CH:22][C:23]([CH3:26])=[CH:24][CH:25]=2)=[CH:13][NH:12][CH:11]=1)=[O:27])[CH3:15].